The task is: Predict the product of the given reaction.. This data is from Forward reaction prediction with 1.9M reactions from USPTO patents (1976-2016). (1) Given the reactants [Br:1][C:2]1[CH:7]=[CH:6][C:5]([NH2:8])=[CH:4][C:3]=1[F:9].O[CH2:11][CH:12]([CH2:14]O)O.[OH-].[NH4+], predict the reaction product. The product is: [Br:1][C:2]1[CH:7]=[C:6]2[C:5](=[CH:4][C:3]=1[F:9])[N:8]=[CH:14][CH:12]=[CH:11]2. (2) Given the reactants [CH3:1][C:2]([CH3:25])([CH3:24])[CH2:3][N:4]1[C:12]2[C:7](=[N:8][C:9]([C:13]3[CH:20]=[C:19]([OH:21])[CH:18]=[CH:17][C:14]=3[C:15]#[N:16])=[CH:10][CH:11]=2)[N:6]([CH3:22])[C:5]1=[O:23].C(=O)([O-])[O-].[K+].[K+].Cl[C:33]1[CH:38]=[CH:37][N:36]=[C:35]([C:39]#[N:40])[CH:34]=1, predict the reaction product. The product is: [C:15]([C:14]1[CH:17]=[CH:18][C:19]([O:21][C:33]2[CH:38]=[CH:37][N:36]=[C:35]([C:39]#[N:40])[CH:34]=2)=[CH:20][C:13]=1[C:9]1[N:8]=[C:7]2[N:6]([CH3:22])[C:5](=[O:23])[N:4]([CH2:3][C:2]([CH3:25])([CH3:24])[CH3:1])[C:12]2=[CH:11][CH:10]=1)#[N:16].